Task: Predict the product of the given reaction.. Dataset: Forward reaction prediction with 1.9M reactions from USPTO patents (1976-2016) (1) The product is: [CH:35]1([CH2:39][O:1][C:2]2[CH:3]=[C:4]([C:8]3([C:25]4[CH:30]=[CH:29][N:28]=[C:27]([C:31]([F:33])([F:32])[F:34])[CH:26]=4)[C:16]4[C:11](=[N:12][CH:13]=[CH:14][CH:15]=4)[C:10]([NH2:17])=[N:9]3)[CH:5]=[CH:6][CH:7]=2)[CH2:38][CH2:37][CH2:36]1. Given the reactants [OH:1][C:2]1[CH:3]=[C:4]([C:8]2([C:25]3[CH:30]=[CH:29][N:28]=[C:27]([C:31]([F:34])([F:33])[F:32])[CH:26]=3)[C:16]3[C:11](=[N:12][CH:13]=[CH:14][CH:15]=3)[C:10]([NH:17]C(=O)OC(C)(C)C)=[N:9]2)[CH:5]=[CH:6][CH:7]=1.[CH:35]1([CH2:39]O)[CH2:38][CH2:37][CH2:36]1, predict the reaction product. (2) Given the reactants [CH3:1][C:2]1[CH:10]=[CH:9][C:8]([C:11]#[C:12][Si](C)(C)C)=[CH:7][C:3]=1[C:4]([NH2:6])=[O:5].CCCC[N+](CCCC)(CCCC)CCCC.[F-], predict the reaction product. The product is: [C:11]([C:8]1[CH:9]=[CH:10][C:2]([CH3:1])=[C:3]([CH:7]=1)[C:4]([NH2:6])=[O:5])#[CH:12]. (3) Given the reactants CS[C:3]1[NH:8][C:7](=[O:9])[CH:6]=[C:5]([CH2:10][CH2:11][CH3:12])[N:4]=1.[NH2:13][C:14]1[CH:15]=[CH:16][C:17]([F:22])=[C:18]([CH:21]=1)[C:19]#[N:20], predict the reaction product. The product is: [F:22][C:17]1[CH:16]=[CH:15][C:14]([NH:13][C:3]2[NH:8][C:7](=[O:9])[CH:6]=[C:5]([CH2:10][CH2:11][CH3:12])[N:4]=2)=[CH:21][C:18]=1[C:19]#[N:20]. (4) Given the reactants Cl[C:2]1[CH:3]=[CH:4][C:5]2[N:6]([C:8]([C:11]([O:13][CH2:14][CH3:15])=[O:12])=[N:9][N:10]=2)[N:7]=1.[CH3:16][NH:17][C@H:18]([C:20]1[CH:25]=[CH:24][CH:23]=[CH:22][CH:21]=1)[CH3:19], predict the reaction product. The product is: [CH3:16][N:17]([C@H:18]([C:20]1[CH:25]=[CH:24][CH:23]=[CH:22][CH:21]=1)[CH3:19])[C:2]1[CH:3]=[CH:4][C:5]2[N:6]([C:8]([C:11]([O:13][CH2:14][CH3:15])=[O:12])=[N:9][N:10]=2)[N:7]=1. (5) Given the reactants [CH2:1]([C:4]1[C:8]([CH2:9][CH2:10][CH2:11][OH:12])=[CH:7][N:6]([C:13]2[CH:18]=[CH:17][C:16]([C:19]([F:22])([F:21])[F:20])=[CH:15][CH:14]=2)[N:5]=1)[CH2:2][CH3:3].O[C:24]1[C:29]([O:30][CH3:31])=[CH:28][CH:27]=[CH:26][C:25]=1[CH2:32][C:33]([O:35]C)=[O:34].C(P(CCCC)CCCC)CCC.N(C(N1CCCCC1)=O)=NC(N1CCCCC1)=O, predict the reaction product. The product is: [CH3:31][O:30][C:29]1[C:24]([O:12][CH2:11][CH2:10][CH2:9][C:8]2[C:4]([CH2:1][CH2:2][CH3:3])=[N:5][N:6]([C:13]3[CH:14]=[CH:15][C:16]([C:19]([F:21])([F:22])[F:20])=[CH:17][CH:18]=3)[CH:7]=2)=[C:25]([CH2:32][C:33]([OH:35])=[O:34])[CH:26]=[CH:27][CH:28]=1. (6) Given the reactants [OH:1][CH2:2][C@H:3]1[C@H:7]([C:8]2[C:9]([O:29]C)=[CH:10][C:11]([O:27]C)=[C:12]3[C:17]=2[O:16][C:15]([C:18]2[CH:25]=[CH:24][C:21]([C:22]#[N:23])=[CH:20][CH:19]=2)=[CH:14][C:13]3=[O:26])[CH2:6][CH2:5][N:4]1[CH3:31].Cl.N1C=CC=CC=1, predict the reaction product. The product is: [OH:27][C:11]1[CH:10]=[C:9]([OH:29])[C:8]([C@@H:7]2[CH2:6][CH2:5][N:4]([CH3:31])[C@H:3]2[CH2:2][OH:1])=[C:17]2[C:12]=1[C:13](=[O:26])[CH:14]=[C:15]([C:18]1[CH:19]=[CH:20][C:21]([C:22]#[N:23])=[CH:24][CH:25]=1)[O:16]2. (7) Given the reactants Br[C:2]1[CH:7]=[CH:6][C:5]([C:8]2[N:16]([CH2:17][C:18]3[CH:23]=[CH:22][C:21]([C:24]([F:27])([F:26])[F:25])=[CH:20][CH:19]=3)[C:15]3[C:10](=[N:11][C:12]([C:35]#[N:36])=[N:13][C:14]=3[NH:28][C@@H:29]([CH:31]3[CH2:34][CH2:33][CH2:32]3)[CH3:30])[N:9]=2)=[C:4]([CH3:37])[CH:3]=1.[CH:38]1(B(O)O)[CH2:40][CH2:39]1.P([O-])([O-])([O-])=O.[K+].[K+].[K+].C1(P(C2CCCCC2)C2CCCCC2)CCCCC1, predict the reaction product. The product is: [CH:31]1([C@H:29]([NH:28][C:14]2[N:13]=[C:12]([C:35]#[N:36])[N:11]=[C:10]3[C:15]=2[N:16]([CH2:17][C:18]2[CH:19]=[CH:20][C:21]([C:24]([F:25])([F:27])[F:26])=[CH:22][CH:23]=2)[C:8]([C:5]2[CH:6]=[CH:7][C:2]([CH:38]4[CH2:40][CH2:39]4)=[CH:3][C:4]=2[CH3:37])=[N:9]3)[CH3:30])[CH2:32][CH2:33][CH2:34]1. (8) Given the reactants [C:1]([C:4]1[S:8][C:7]([C:9]2[CH:10]=[CH:11][C:12](=[O:16])[N:13]([CH3:15])[CH:14]=2)=[CH:6][CH:5]=1)(=[O:3])[CH3:2].I[C:18]1[CH:23]=[CH:22][N:21]=[CH:20][CH:19]=1, predict the reaction product. The product is: [OH:3][C:1]([C:4]1[S:8][C:7]([C:9]2[CH:10]=[CH:11][C:12](=[O:16])[N:13]([CH3:15])[CH:14]=2)=[CH:6][CH:5]=1)([C:18]1[CH:23]=[CH:22][N:21]=[CH:20][CH:19]=1)[CH3:2].